This data is from Full USPTO retrosynthesis dataset with 1.9M reactions from patents (1976-2016). The task is: Predict the reactants needed to synthesize the given product. (1) Given the product [CH:1]([C:4]1[CH:5]=[CH:6][C:7]2[C:12]([NH:13][C:14]3[CH:15]=[C:16]([CH:20]=[CH:21][C:22]=3[S:23][C:24]3[CH:29]=[CH:28][C:27]([O:30][CH3:31])=[CH:26][CH:25]=3)[C:17]([NH:33][C:34]3[CH:35]=[C:36]([CH3:40])[CH:37]=[CH:38][CH:39]=3)=[O:18])=[N:11][CH:10]=[N:9][C:8]=2[N:32]=1)([CH3:3])[CH3:2], predict the reactants needed to synthesize it. The reactants are: [CH:1]([C:4]1[CH:5]=[CH:6][C:7]2[C:12]([NH:13][C:14]3[CH:15]=[C:16]([CH:20]=[CH:21][C:22]=3[S:23][C:24]3[CH:29]=[CH:28][C:27]([O:30][CH3:31])=[CH:26][CH:25]=3)[C:17](Cl)=[O:18])=[N:11][CH:10]=[N:9][C:8]=2[N:32]=1)([CH3:3])[CH3:2].[NH2:33][C:34]1[CH:39]=[CH:38][CH:37]=[C:36]([CH3:40])[CH:35]=1.NC1C=C(O)C(C)=CC=1. (2) The reactants are: [C:1](#[N:5])[CH2:2][C:3]#[N:4].[CH:6](OCC)(OCC)[O:7][CH2:8][CH3:9]. Given the product [CH2:8]([O:7][CH:6]=[C:2]([C:1]#[N:5])[C:3]#[N:4])[CH3:9], predict the reactants needed to synthesize it. (3) The reactants are: [F:1][C:2]1[CH:7]=[CH:6][CH:5]=[C:4]([F:8])[C:3]=1[C:9]1[N:14]=[C:13]([C:15]2[CH:16]=[C:17]3[C:22](=[CH:23][CH:24]=2)[N:21]=[CH:20][CH:19]=[C:18]3[OH:25])[CH:12]=[CH:11][CH:10]=1.C(N(C(C)C)CC)(C)C.[F:35][C:36]([F:55])([F:54])[S:37](N(C1C=CC=CC=1)[S:37]([C:36]([F:55])([F:54])[F:35])(=[O:39])=[O:38])(=[O:39])=[O:38]. Given the product [F:35][C:36]([F:55])([F:54])[S:37]([O:25][C:18]1[C:17]2[C:22](=[CH:23][CH:24]=[C:15]([C:13]3[CH:12]=[CH:11][CH:10]=[C:9]([C:3]4[C:2]([F:1])=[CH:7][CH:6]=[CH:5][C:4]=4[F:8])[N:14]=3)[CH:16]=2)[N:21]=[CH:20][CH:19]=1)(=[O:39])=[O:38], predict the reactants needed to synthesize it. (4) Given the product [S:1]1[C:5]([C:6]([NH:8][NH2:9])=[O:7])=[CH:4][CH:3]=[N:2]1, predict the reactants needed to synthesize it. The reactants are: [S:1]1[C:5]([C:6]([NH:8][NH:9]C(OC(C)(C)C)=O)=[O:7])=[CH:4][CH:3]=[N:2]1.Cl. (5) Given the product [O:1]=[C:2]1[N:8]([CH:9]2[CH2:14][CH2:13][N:12]([C:15]([O:17][C@H:18]([CH2:33][C:34]3[CH:39]=[C:38]([CH3:40])[C:37]([O:41][C:47](=[O:49])[CH3:48])=[C:36]([CH3:42])[CH:35]=3)[C:19](=[O:32])[N:20]3[CH2:21][CH2:22][N:23]([CH:26]4[CH2:31][CH2:30][O:29][CH2:28][CH2:27]4)[CH2:24][CH2:25]3)=[O:16])[CH2:11][CH2:10]2)[CH2:7][CH2:6][C:5]2[CH:43]=[CH:44][CH:45]=[CH:46][C:4]=2[NH:3]1, predict the reactants needed to synthesize it. The reactants are: [O:1]=[C:2]1[N:8]([CH:9]2[CH2:14][CH2:13][N:12]([C:15]([O:17][C@H:18]([CH2:33][C:34]3[CH:39]=[C:38]([CH3:40])[C:37]([OH:41])=[C:36]([CH3:42])[CH:35]=3)[C:19](=[O:32])[N:20]3[CH2:25][CH2:24][N:23]([CH:26]4[CH2:31][CH2:30][O:29][CH2:28][CH2:27]4)[CH2:22][CH2:21]3)=[O:16])[CH2:11][CH2:10]2)[CH2:7][CH2:6][C:5]2[CH:43]=[CH:44][CH:45]=[CH:46][C:4]=2[NH:3]1.[C:47](OC(=O)C)(=[O:49])[CH3:48]. (6) Given the product [ClH:23].[F:1][C:2]1[CH:22]=[CH:21][C:5]([CH2:6][NH:7][C:8]2[N:9]=[C:10]([C:19]#[N:20])[CH:11]=[C:12]3[C:16]([CH3:17])=[C:15]([CH3:18])[NH:14][C:13]=23)=[CH:4][CH:3]=1, predict the reactants needed to synthesize it. The reactants are: [F:1][C:2]1[CH:22]=[CH:21][C:5]([CH2:6][NH:7][C:8]2[N:9]=[C:10]([C:19]#[N:20])[CH:11]=[C:12]3[C:16]([CH3:17])=[C:15]([CH3:18])[NH:14][C:13]=23)=[CH:4][CH:3]=1.[ClH:23]. (7) Given the product [Si:24]([O:31][C:32]([CH3:45])([CH3:44])[CH2:33][N:34]1[CH:38]=[C:37]([C:2]2[CH:23]=[CH:22][C:5]3[C:6]4[N:7]([CH:11]=[C:12]([C:14]5[N:18]([CH:19]([CH3:21])[CH3:20])[N:17]=[CH:16][N:15]=5)[N:13]=4)[CH2:8][CH2:9][O:10][C:4]=3[CH:3]=2)[N:36]=[C:35]1[CH3:43])([C:27]([CH3:30])([CH3:29])[CH3:28])([CH3:26])[CH3:25], predict the reactants needed to synthesize it. The reactants are: Br[C:2]1[CH:23]=[CH:22][C:5]2[C:6]3[N:7]([CH:11]=[C:12]([C:14]4[N:18]([CH:19]([CH3:21])[CH3:20])[N:17]=[CH:16][N:15]=4)[N:13]=3)[CH2:8][CH2:9][O:10][C:4]=2[CH:3]=1.[Si:24]([O:31][C:32]([CH3:45])([CH3:44])[CH2:33][N:34]1[CH:38]=[C:37]([Sn](C)(C)C)[N:36]=[C:35]1[CH3:43])([C:27]([CH3:30])([CH3:29])[CH3:28])([CH3:26])[CH3:25]. (8) Given the product [CH2:23]([O:25][C:26]([C:28]1[S:29][C:30]([NH2:42])=[C:31]([C:40]#[N:41])[C:32]=1[C:33]1[CH:38]=[CH:37][C:36]([I:39])=[CH:35][CH:34]=1)=[O:27])[CH3:24], predict the reactants needed to synthesize it. The reactants are: COC(C1SC(N)=C(C#N)C=1C1C=CC(C(C)(C)C)=CC=1)=O.[CH2:23]([O:25][C:26]([C:28]1[S:29][C:30]([N:42]=[N+]=[N-])=[C:31]([C:40]#[N:41])[C:32]=1[C:33]1[CH:38]=[CH:37][C:36]([I:39])=[CH:35][CH:34]=1)=[O:27])[CH3:24].